Dataset: NCI-60 drug combinations with 297,098 pairs across 59 cell lines. Task: Regression. Given two drug SMILES strings and cell line genomic features, predict the synergy score measuring deviation from expected non-interaction effect. (1) Drug 1: CC1=C(C=C(C=C1)NC2=NC=CC(=N2)N(C)C3=CC4=NN(C(=C4C=C3)C)C)S(=O)(=O)N.Cl. Drug 2: CC(CN1CC(=O)NC(=O)C1)N2CC(=O)NC(=O)C2. Cell line: MCF7. Synergy scores: CSS=16.2, Synergy_ZIP=-1.81, Synergy_Bliss=2.58, Synergy_Loewe=-2.62, Synergy_HSA=0.0342. (2) Drug 2: CC12CCC3C(C1CCC2OP(=O)(O)O)CCC4=C3C=CC(=C4)OC(=O)N(CCCl)CCCl.[Na+]. Synergy scores: CSS=4.38, Synergy_ZIP=0.715, Synergy_Bliss=3.76, Synergy_Loewe=-0.0309, Synergy_HSA=-0.0264. Drug 1: CCC1(CC2CC(C3=C(CCN(C2)C1)C4=CC=CC=C4N3)(C5=C(C=C6C(=C5)C78CCN9C7C(C=CC9)(C(C(C8N6C)(C(=O)OC)O)OC(=O)C)CC)OC)C(=O)OC)O.OS(=O)(=O)O. Cell line: SK-MEL-28. (3) Drug 1: CC1=C2C(C(=O)C3(C(CC4C(C3C(C(C2(C)C)(CC1OC(=O)C(C(C5=CC=CC=C5)NC(=O)OC(C)(C)C)O)O)OC(=O)C6=CC=CC=C6)(CO4)OC(=O)C)OC)C)OC. Drug 2: CNC(=O)C1=CC=CC=C1SC2=CC3=C(C=C2)C(=NN3)C=CC4=CC=CC=N4. Cell line: MOLT-4. Synergy scores: CSS=50.2, Synergy_ZIP=-9.98, Synergy_Bliss=-14.1, Synergy_Loewe=-22.9, Synergy_HSA=-13.2. (4) Drug 1: CC12CCC(CC1=CCC3C2CCC4(C3CC=C4C5=CN=CC=C5)C)O. Drug 2: CCC1(C2=C(COC1=O)C(=O)N3CC4=CC5=C(C=CC(=C5CN(C)C)O)N=C4C3=C2)O.Cl. Cell line: RPMI-8226. Synergy scores: CSS=48.0, Synergy_ZIP=1.15, Synergy_Bliss=3.97, Synergy_Loewe=-5.28, Synergy_HSA=2.98. (5) Drug 1: CC1=C(C=C(C=C1)NC(=O)C2=CC=C(C=C2)CN3CCN(CC3)C)NC4=NC=CC(=N4)C5=CN=CC=C5. Drug 2: C1CCC(C(C1)N)N.C(=O)(C(=O)[O-])[O-].[Pt+4]. Cell line: PC-3. Synergy scores: CSS=14.5, Synergy_ZIP=-3.96, Synergy_Bliss=-0.821, Synergy_Loewe=-7.36, Synergy_HSA=-2.08. (6) Synergy scores: CSS=-1.91, Synergy_ZIP=0.934, Synergy_Bliss=1.68, Synergy_Loewe=1.28, Synergy_HSA=-0.563. Drug 1: C1=NNC2=C1C(=O)NC=N2. Cell line: K-562. Drug 2: COCCOC1=C(C=C2C(=C1)C(=NC=N2)NC3=CC=CC(=C3)C#C)OCCOC.Cl.